From a dataset of Reaction yield outcomes from USPTO patents with 853,638 reactions. Predict the reaction yield, written as a fraction of the theoretical maximum amount of product (1.0 means a 100% yield; for example, 0.34 means a 34% yield). (1) The yield is 0.600. The product is [F:40][C:2]([F:1])([F:41])[C:3]1[CH:4]=[C:5]([C:13]([CH3:38])([CH3:39])[C:14]([N:16]([C:18]2[CH:19]=[N:20][C:21]([N:32]3[CH2:33][CH:34]([S:53]([CH3:43])(=[O:56])=[O:54])[CH2:35]3)=[CH:22][C:23]=2[C:24]2[CH:29]=[CH:28][C:27]([F:30])=[CH:26][C:25]=2[CH3:31])[CH3:17])=[O:15])[CH:6]=[C:7]([C:9]([F:10])([F:11])[F:12])[CH:8]=1. The reactants are [F:1][C:2]([F:41])([F:40])[C:3]1[CH:4]=[C:5]([C:13]([CH3:39])([CH3:38])[C:14]([N:16]([C:18]2[CH:19]=[N:20][C:21]([N:32]3[CH2:35][CH:34](SC)[CH2:33]3)=[CH:22][C:23]=2[C:24]2[CH:29]=[CH:28][C:27]([F:30])=[CH:26][C:25]=2[CH3:31])[CH3:17])=[O:15])[CH:6]=[C:7]([C:9]([F:12])([F:11])[F:10])[CH:8]=1.Cl[C:43]1C=CC=C(C(OO)=O)C=1.[S:53]([O-:56])(O)=[O:54].[Na+]. The catalyst is ClCCl. (2) The reactants are [C:1]([C:4]1[C:5](=[O:15])[O:6][C:7]2[C:12]([CH:13]=1)=[CH:11][CH:10]=[C:9]([OH:14])[CH:8]=2)(=[O:3])[CH3:2].[CH2:16](O)[CH2:17][OH:18].C1(P(C2C=CC=CC=2)C2C=CC=CC=2)C=CC=CC=1.C(N(CC)CC)C.N(C(OC(C)C)=O)=NC(OC(C)C)=O. The catalyst is C1COCC1. The product is [C:1]([C:4]1[C:5](=[O:15])[O:6][C:7]2[C:12]([CH:13]=1)=[CH:11][CH:10]=[C:9]([O:14][CH2:16][CH2:17][OH:18])[CH:8]=2)(=[O:3])[CH3:2]. The yield is 0.200. (3) The reactants are [C:1]([O:5][C:6](=[O:15])[CH2:7][C:8]([CH3:14])([CH3:13])[CH2:9][C:10](O)=[O:11])([CH3:4])([CH3:3])[CH3:2].F[P-](F)(F)(F)(F)F.[N:23]1(O[P+](N2CCCC2)(N2CCCC2)N2CCCC2)C2C=CC=CC=2N=N1.ON1C2C=CC=CC=2N=N1.C(N(C(C)C)CC)(C)C.[Cl-].[NH4+]. The catalyst is CN(C=O)C. The product is [NH2:23][C:10](=[O:11])[CH2:9][C:8]([CH3:14])([CH3:13])[CH2:7][C:6]([O:5][C:1]([CH3:4])([CH3:3])[CH3:2])=[O:15]. The yield is 0.820.